This data is from Catalyst prediction with 721,799 reactions and 888 catalyst types from USPTO. The task is: Predict which catalyst facilitates the given reaction. (1) Reactant: [CH3:1][O:2][C:3]1[CH:20]=[CH:19][CH:18]=[CH:17][C:4]=1[CH2:5][N:6]1[CH2:15][C:14]2[C:9](=[CH:10][CH:11]=[CH:12][CH:13]=2)[NH:8][C:7]1=[S:16].[CH3:21]I. Product: [CH3:1][O:2][C:3]1[CH:20]=[CH:19][CH:18]=[CH:17][C:4]=1[CH2:5][N:6]1[CH2:15][C:14]2[C:9](=[CH:10][CH:11]=[CH:12][CH:13]=2)[N:8]=[C:7]1[S:16][CH3:21]. The catalyst class is: 4. (2) Reactant: [H-].[Al+3].[Li+].[H-].[H-].[H-].[CH2:7]([C@@H:11]1[NH:16][C:15](=O)[CH2:14][O:13][CH2:12]1)[CH:8]([CH3:10])[CH3:9]. Product: [CH2:7]([C@H:11]1[CH2:12][O:13][CH2:14][CH2:15][NH:16]1)[CH:8]([CH3:10])[CH3:9]. The catalyst class is: 1. (3) Reactant: [Br:1][C:2]1[CH:7]=[CH:6][C:5]([C:8]([CH3:15])([CH3:14])[C:9]([O:11]CC)=[O:10])=[CH:4][CH:3]=1.[OH-].[Na+]. Product: [Br:1][C:2]1[CH:3]=[CH:4][C:5]([C:8]([CH3:15])([CH3:14])[C:9]([OH:11])=[O:10])=[CH:6][CH:7]=1. The catalyst class is: 83.